This data is from HIV replication inhibition screening data with 41,000+ compounds from the AIDS Antiviral Screen. The task is: Binary Classification. Given a drug SMILES string, predict its activity (active/inactive) in a high-throughput screening assay against a specified biological target. (1) The molecule is O=C1C=CC(=O)c2c1ccc1c3ccccc3n(Cc3ccc([N+](=O)[O-])cc3)c21. The result is 0 (inactive). (2) The compound is O=C(NCCCN(CCCCN(CCCNC(=O)c1cc(S(=O)(=O)O)cc(O)c1O)C(=O)c1cc(S(=O)(=O)O)cc(O)c1O)C(=O)c1cc(S(=O)(=O)O)cc(O)c1O)c1cc(S(=O)(=O)O)cc(O)c1O. The result is 0 (inactive). (3) The compound is COc1ccc(S(=O)(=O)n2c3c(c4ccccc42)C2C(CCCN2C(=O)CS(=O)c2ccc(C)cc2)C(Cl)C3)cc1. The result is 0 (inactive). (4) The molecule is CCCCCCCCSC(SCCCCCCCC)=C1C(=O)N(c2ccccc2)N=C1C. The result is 0 (inactive).